Dataset: Full USPTO retrosynthesis dataset with 1.9M reactions from patents (1976-2016). Task: Predict the reactants needed to synthesize the given product. (1) Given the product [CH2:1]([O:3][C:4](=[O:19])[CH:5]([O:16][CH2:17][CH3:18])[CH2:6][C:7]1[CH:12]=[CH:11][C:10]([O:13][CH2:36][CH2:35][C:33]2[N:34]=[C:30]([C:27]3[CH:26]=[CH:25][C:24]([C:20]([CH3:21])([CH3:23])[CH3:22])=[CH:29][CH:28]=3)[S:31][C:32]=2[CH3:38])=[C:9]([O:14][CH3:15])[CH:8]=1)[CH3:2], predict the reactants needed to synthesize it. The reactants are: [CH2:1]([O:3][C:4](=[O:19])[CH:5]([O:16][CH2:17][CH3:18])[CH2:6][C:7]1[CH:12]=[CH:11][C:10]([OH:13])=[C:9]([O:14][CH3:15])[CH:8]=1)[CH3:2].[C:20]([C:24]1[CH:29]=[CH:28][C:27]([C:30]2[S:31][C:32]([CH3:38])=[C:33]([CH2:35][CH2:36]O)[N:34]=2)=[CH:26][CH:25]=1)([CH3:23])([CH3:22])[CH3:21].C1(P(C2C=CC=CC=2)C2C=CC=CC=2)C=CC=CC=1.N(C(OCC)=O)=NC(OCC)=O. (2) Given the product [CH2:43]([O:42][CH2:41][C:38]1([C:35]2[CH:34]=[CH:33][C:32]([CH2:31][CH:20]([NH:21][S:22]([C:25]3[CH:30]=[CH:29][CH:28]=[CH:27][N:26]=3)(=[O:23])=[O:24])[C:16]3[N:15]=[C:14]([NH:13][CH2:46][C:47]([OH:49])=[O:48])[CH:19]=[CH:18][CH:17]=3)=[CH:37][CH:36]=2)[CH2:40][CH2:39]1)[CH2:44][CH3:45], predict the reactants needed to synthesize it. The reactants are: O1CCCC1.C(OC([N:13]([CH2:46][C:47]([O:49]C(C)(C)C)=[O:48])[C:14]1[CH:19]=[CH:18][CH:17]=[C:16]([CH:20]([CH2:31][C:32]2[CH:37]=[CH:36][C:35]([C:38]3([CH2:41][O:42][CH2:43][CH2:44][CH3:45])[CH2:40][CH2:39]3)=[CH:34][CH:33]=2)[NH:21][S:22]([C:25]2[CH:30]=[CH:29][CH:28]=[CH:27][N:26]=2)(=[O:24])=[O:23])[N:15]=1)=O)(C)(C)C.Cl. (3) Given the product [CH2:16]([C:18]1[CH:19]=[C:20]([NH:21][N:10]=[C:11]2[C:12]([NH2:13])=[N:32][N:31]=[C:14]2[NH2:15])[CH:22]=[CH:23][CH:24]=1)[CH3:17], predict the reactants needed to synthesize it. The reactants are: C(C1C=C(N[N:10]=[C:11]([C:14]#[N:15])[C:12]#[N:13])C=CC=1)C.[CH2:16]([C:18]1[CH:19]=[C:20]([CH:22]=[CH:23][CH:24]=1)[NH2:21])[CH3:17].C(#N)CC#N.O.[NH2:31][NH2:32]. (4) Given the product [CH2:10]([C:9]1[CH:8]=[CH:7][C:6]([CH:4]([CH3:5])[C:2]([O-:3])=[O:1])=[CH:15][CH:14]=1)[CH:11]([CH3:13])[CH3:12].[Na+:17], predict the reactants needed to synthesize it. The reactants are: [OH:1][C:2]([CH:4]([C:6]1[CH:15]=[CH:14][C:9]([CH2:10][CH:11]([CH3:13])[CH3:12])=[CH:8][CH:7]=1)[CH3:5])=[O:3].[OH-].[Na+:17].